Dataset: KCNQ2 potassium channel screen with 302,405 compounds. Task: Binary Classification. Given a drug SMILES string, predict its activity (active/inactive) in a high-throughput screening assay against a specified biological target. The drug is s1cc(CC(OCC(=O)N2c3c(NC(=O)C2)cccc3)=O)cc1. The result is 0 (inactive).